The task is: Regression. Given a peptide amino acid sequence and an MHC pseudo amino acid sequence, predict their binding affinity value. This is MHC class I binding data.. This data is from Peptide-MHC class I binding affinity with 185,985 pairs from IEDB/IMGT. (1) The binding affinity (normalized) is 0.0847. The MHC is HLA-A26:01 with pseudo-sequence HLA-A26:01. The peptide sequence is TPVMSRFAA. (2) The peptide sequence is LRNIYETEF. The MHC is HLA-B18:01 with pseudo-sequence HLA-B18:01. The binding affinity (normalized) is 0.0847. (3) The peptide sequence is ITAKETLYR. The MHC is HLA-A11:01 with pseudo-sequence HLA-A11:01. The binding affinity (normalized) is 0.731. (4) The peptide sequence is EVATRFNTM. The MHC is HLA-B27:05 with pseudo-sequence HLA-B27:05. The binding affinity (normalized) is 0.0847. (5) The peptide sequence is LLLGVGLAMA. The MHC is HLA-A02:03 with pseudo-sequence HLA-A02:03. The binding affinity (normalized) is 0.922.